Task: Predict the reactants needed to synthesize the given product.. Dataset: Full USPTO retrosynthesis dataset with 1.9M reactions from patents (1976-2016) (1) The reactants are: [CH3:1][O:2][C:3]1[CH:8]=[CH:7][C:6]([C:9]2[N:13]3[N:14]=[C:15]([NH:22][C:23]4[CH:24]=[C:25]([CH:29]=[CH:30][CH:31]=4)[C:26]([OH:28])=O)[C:16]4[C:21]([C:12]3=[N:11][N:10]=2)=[CH:20][CH:19]=[CH:18][CH:17]=4)=[CH:5][CH:4]=1.O.O[N:34]1[C:38]2[CH:39]=[CH:40][CH:41]=[CH:42][C:37]=2N=N1.Cl.[CH3:44][N:45](C)[CH2:46]CCN=C=NCC.CN(C)C1C=CC=CC=1N. Given the product [CH3:44][N:45]([CH3:46])[C:41]1[CH:40]=[CH:39][C:38]([NH:34][C:26](=[O:28])[C:25]2[CH:29]=[CH:30][CH:31]=[C:23]([NH:22][C:15]3[C:16]4[C:21](=[CH:20][CH:19]=[CH:18][CH:17]=4)[C:12]4=[N:11][N:10]=[C:9]([C:6]5[CH:7]=[CH:8][C:3]([O:2][CH3:1])=[CH:4][CH:5]=5)[N:13]4[N:14]=3)[CH:24]=2)=[CH:37][CH:42]=1, predict the reactants needed to synthesize it. (2) Given the product [F:13][C:10]1[CH:11]=[CH:12][C:7]([C:6]2[N:5]([CH2:14][C:15]3[CH:16]=[N:17][CH:18]=[CH:19][CH:20]=3)[N:4]=[C:3]([CH3:21])[C:2]=2[C:30]2[CH:31]=[CH:32][C:33]3[O:38][CH2:37][C:36](=[O:39])[NH:35][C:34]=3[CH:40]=2)=[CH:8][CH:9]=1, predict the reactants needed to synthesize it. The reactants are: Br[C:2]1[C:3]([CH3:21])=[N:4][N:5]([CH2:14][C:15]2[CH:16]=[N:17][CH:18]=[CH:19][CH:20]=2)[C:6]=1[C:7]1[CH:12]=[CH:11][C:10]([F:13])=[CH:9][CH:8]=1.CC1(C)C(C)(C)OB([C:30]2[CH:31]=[CH:32][C:33]3[O:38][CH2:37][C:36](=[O:39])[NH:35][C:34]=3[CH:40]=2)O1.C(=O)([O-])[O-].[Cs+].[Cs+]. (3) Given the product [F:23][C:20]1[CH:21]=[CH:22][C:17]([N:7]2[C:15]3[C:10](=[CH:11][CH:12]=[CH:13][CH:14]=3)[CH:9]=[CH:8]2)=[CH:18][CH:19]=1, predict the reactants needed to synthesize it. The reactants are: CC([O-])(C)C.[Na+].[NH:7]1[C:15]2[C:10](=[CH:11][CH:12]=[CH:13][CH:14]=2)[CH:9]=[CH:8]1.Br[C:17]1[CH:22]=[CH:21][C:20]([F:23])=[CH:19][CH:18]=1. (4) Given the product [CH2:62]([O:34][C:33]([C:28]1([NH:27][C:25]([CH:22]2[CH2:21][CH:20]([O:19][C:7]3[C:6]4[C:11](=[CH:12][C:3]([O:2][CH3:1])=[CH:4][CH:5]=4)[N:10]=[C:9]([C:13]4[CH:14]=[CH:15][CH:16]=[CH:17][CH:18]=4)[CH:8]=3)[CH2:24][N:23]2[C:36]([N:53]([CH2:54][CH2:55][CH2:56][CH2:57][CH2:58][CH:59]=[CH2:60])[NH:52][C:50]([O:49][C:45]([CH3:48])([CH3:47])[CH3:46])=[O:51])=[O:39])=[O:26])[CH2:30][CH:29]1[CH:31]=[CH2:32])=[O:35])[CH3:63], predict the reactants needed to synthesize it. The reactants are: [CH3:1][O:2][C:3]1[CH:12]=[C:11]2[C:6]([C:7]([O:19][C@H:20]3[CH2:24][NH:23][C@H:22]([C:25]([NH:27][C@:28]4([C:33]([OH:35])=[O:34])[CH2:30][C@H:29]4[CH:31]=[CH2:32])=[O:26])[CH2:21]3)=[CH:8][C:9]([C:13]3[CH:18]=[CH:17][CH:16]=[CH:15][CH:14]=3)=[N:10]2)=[CH:5][CH:4]=1.[C:36](=[O:39])([O-])O.[Na+].C(Cl)(Cl)=O.[C:45]([O:49][C:50]([NH:52][NH:53][CH2:54][CH2:55][CH2:56][CH2:57][CH2:58][CH:59]=[CH2:60])=[O:51])([CH3:48])([CH3:47])[CH3:46].O1CC[CH2:63][CH2:62]1. (5) Given the product [CH:62]1([CH2:65][N:66]2[CH2:71][CH2:70][N:69]([C@H:72]3[CH2:77][CH2:76][C@H:75]([NH:78][C:26]([C:20]4[CH:19]=[CH:18][C:17]([NH:16][C:9]5[N:8]=[CH:7][C:6]6[N:5]([CH3:29])[C:4](=[O:30])[C@@H:3]([CH2:1][CH3:2])[N:12]([CH:13]([CH3:15])[CH3:14])[C:11]=6[N:10]=5)=[C:25]5[O:24][CH2:23][CH2:22][C:21]=45)=[O:28])[CH2:74][CH2:73]3)[CH2:68][CH2:67]2)[CH2:63][CH2:64]1, predict the reactants needed to synthesize it. The reactants are: [CH2:1]([C@H:3]1[N:12]([CH:13]([CH3:15])[CH3:14])[C:11]2[N:10]=[C:9]([NH:16][C:17]3[CH:18]=[CH:19][C:20]([C:26]([OH:28])=O)=[C:21]4[C:25]=3[O:24][CH2:23][CH2:22]4)[N:8]=[CH:7][C:6]=2[N:5]([CH3:29])[C:4]1=[O:30])[CH3:2].F[B-](F)(F)F.N1(OC(N(C)C)=[N+](C)C)C2C=CC=CC=2N=N1.C(N(C(C)C)CC)(C)C.[CH:62]1([CH2:65][N:66]2[CH2:71][CH2:70][N:69]([C@H:72]3[CH2:77][CH2:76][C@H:75]([NH2:78])[CH2:74][CH2:73]3)[CH2:68][CH2:67]2)[CH2:64][CH2:63]1.C(=O)([O-])[O-].[Na+].[Na+]. (6) The reactants are: [Cl:1][C:2]1[CH:7]=[C:6]([Cl:8])[N:5]=[C:4]([CH2:9]Cl)[N:3]=1.[CH2:11]([O:13][P:14]([O:18]CC)[O:15][CH2:16][CH3:17])[CH3:12]. Given the product [Cl:8][C:6]1[CH:7]=[C:2]([Cl:1])[N:3]=[C:4]([CH2:9][P:14](=[O:18])([O:15][CH2:16][CH3:17])[O:13][CH2:11][CH3:12])[N:5]=1, predict the reactants needed to synthesize it.